The task is: Binary Classification. Given a miRNA mature sequence and a target amino acid sequence, predict their likelihood of interaction.. This data is from Experimentally validated miRNA-target interactions with 360,000+ pairs, plus equal number of negative samples. (1) The miRNA is mmu-miR-1193-3p with sequence UAGGUCACCCGUUUUACUAUC. The protein sequence of the target gene is MAQRSGKITLYEGKHFTGQKLEVFGDCDNFQDRGFMNRVNSIHVESGAWVCFNHPDFRGQQFILEHGDYPDFFRWNSHSDHMGSCRPVGMHGEHFRLEIFEGCNFTGQCLEFLEDSPFLQSRGWVKNCVNTIKVYGDGAAWSPRSFGAEDFQLSSSLQSDQGPEEATTKPATTQPPFLTANL. Result: 0 (no interaction). (2) The miRNA is hsa-miR-3194-5p with sequence GGCCAGCCACCAGGAGGGCUG. The protein sequence of the target gene is MASEGLAGALASVLAGQGSSVHSCDSAPAGEPPAPVRLRKNVCYVVLAVFLSEQDEVLLIQEAKRECRGSWYLPAGRMEPGETIVEALQREVKEEAGLHCEPETLLSVEERGPSWVRFVFLARPTGGILKTSKEADAESLQAAWYPRTSLPTPLRAHDILHLVELAAQYRQQARHPLILPQELPCDLVCQRLVATFTSAQTVWVLVGTVGMPHLPVTACGLDPMEQRGGMKMAVLRLLQECLTLHHLVVEIKGLLGLQHLGRDHSDGICLNVLVTVAFRSPGIQDEPPKVRGENFSWWKV.... Result: 1 (interaction). (3) The miRNA is hsa-miR-3140-5p with sequence ACCUGAAUUACCAAAAGCUUU. The protein sequence of the target gene is MDEPSPLAKTLELNQHSRFIIGSVSEDNSEDEISNLVKLDLEEKEGSLSPASVSSDTLSDLGISGLQDGLAFHMRSSMSGLHLVKQGRDRKKIDSQRDFTVASPAEFVTRFGGNKVIEKVLIANNGIAAVKCMRSIRRWSYEMFRNERAIRFVVMVTPEDLKANAEYIKMADHYVPVPGGPNNNNYANVELILDIAKRIPVQAVWAGWGHASENPKLPELLLKNGIAFMGPPSQAMWALGDKIASSIVAQTAGIPTLPWSGSGLRVDWQENDFSKRILNVPQDLYEKGYVKDVDDGLKAA.... Result: 0 (no interaction).